From a dataset of Forward reaction prediction with 1.9M reactions from USPTO patents (1976-2016). Predict the product of the given reaction. Given the reactants [NH2:1][C@@H:2]([C:12]([OH:14])=[O:13])[CH2:3][O:4][CH2:5][C:6]1[CH:11]=[CH:10][CH:9]=[CH:8][CH:7]=1.O.N1C=CC=CC=1.[NH:22]([C:43]([O:45][C:46]([CH3:49])([CH3:48])[CH3:47])=[O:44])[C@H:23]([C:33](ON1C(=O)CCC1=O)=[O:34])[CH2:24][CH2:25][C:26](=[O:32])[O:27][C:28]([CH3:31])([CH3:30])[CH3:29], predict the reaction product. The product is: [NH:22]([C:43]([O:45][C:46]([CH3:49])([CH3:48])[CH3:47])=[O:44])[C@H:23]([C:33]([NH:1][C@@H:2]([C:12]([OH:14])=[O:13])[CH2:3][O:4][CH2:5][C:6]1[CH:7]=[CH:8][CH:9]=[CH:10][CH:11]=1)=[O:34])[CH2:24][CH2:25][C:26](=[O:32])[O:27][C:28]([CH3:31])([CH3:29])[CH3:30].